Dataset: Forward reaction prediction with 1.9M reactions from USPTO patents (1976-2016). Task: Predict the product of the given reaction. (1) Given the reactants [C:1]1(OC2C=CC=CC=2)C=CC=C[CH:2]=1.C([C:16]1[C:21]([NH:22]/[C:23](=[CH:27]\[C:28]([O-:30])=O)/[C:24]([O-:26])=[O:25])=[C:20](CC)[C:19]([Cl:33])=[CH:18][C:17]=1[Cl:34])C, predict the reaction product. The product is: [Cl:33][C:19]1[CH:18]=[C:17]([Cl:34])[CH:16]=[C:21]2[C:20]=1[C:28](=[O:30])[CH:27]=[C:23]([C:24]([O:26][CH2:1][CH3:2])=[O:25])[NH:22]2. (2) Given the reactants C([NH:4][C@H:5]1[CH2:10][C@@H:9]([C:11]2[CH:16]=[CH:15][CH:14]=[C:13]([O:17][CH3:18])[CH:12]=2)[O:8][C@@H:7]([C:19]2[CH:20]=[C:21]([CH:26]=[CH:27][CH:28]=2)[C:22]([O:24][CH3:25])=[O:23])[CH2:6]1)(=O)C.C(N(C(C)C)CC)(C)C.[C:46](O[C:46]([O:48][C:49]([CH3:52])([CH3:51])[CH3:50])=[O:47])([O:48][C:49]([CH3:52])([CH3:51])[CH3:50])=[O:47].C[O-].[Na+], predict the reaction product. The product is: [C:49]([O:48][C:46]([NH:4][C@H:5]1[CH2:10][C@@H:9]([C:11]2[CH:16]=[CH:15][CH:14]=[C:13]([O:17][CH3:18])[CH:12]=2)[O:8][C@@H:7]([C:19]2[CH:20]=[C:21]([CH:26]=[CH:27][CH:28]=2)[C:22]([O:24][CH3:25])=[O:23])[CH2:6]1)=[O:47])([CH3:50])([CH3:51])[CH3:52]. (3) Given the reactants [OH:1][C:2]1[C:3]([CH3:23])=[C:4]2[C:9](=[C:10]([CH3:13])[C:11]=1[CH3:12])[O:8][C:7]([CH3:22])([C:14]([NH:16][CH2:17][CH2:18][CH2:19][CH2:20][OH:21])=[O:15])[CH2:6][CH2:5]2.[O:24]=[N+]([O-])[O-].[O-][N+](=O)[O-].[O-][N+](=O)[O-].[O-][N+](=O)[O-].[O-][N+](=O)[O-].[O-][N+](=O)[O-].[Ce+4].[NH4+].[NH4+], predict the reaction product. The product is: [OH:24][C:7]([CH3:22])([CH2:6][CH2:5][C:4]1[C:9](=[O:8])[C:10]([CH3:13])=[C:11]([CH3:12])[C:2](=[O:1])[C:3]=1[CH3:23])[C:14]([NH:16][CH2:17][CH2:18][CH2:19][CH2:20][OH:21])=[O:15]. (4) The product is: [NH2:1][C:2]1[CH:3]=[CH:4][C:5]([C:6]([O:8][CH2:9][CH3:10])=[O:7])=[CH:11][C:12]=1[Br:19]. Given the reactants [NH2:1][C:2]1[CH:12]=[CH:11][C:5]([C:6]([O:8][CH2:9][CH3:10])=[O:7])=[CH:4][CH:3]=1.N1C=CC=CC=1.[Br:19]Br.OP(O)(O)=O, predict the reaction product. (5) Given the reactants CC1(C)C(C)(C)OB([C:9]2[CH:10]=[CH:11][C:12]3[C:13]4[CH:21]=[N:20][N:19](C(=O)C)[C:14]=4[N:15]=[CH:16][C:17]=3[CH:18]=2)O1.Br[C:27]1[C:28]([Cl:41])=[C:29]([NH:34][S:35]([CH2:38][CH2:39][CH3:40])(=[O:37])=[O:36])[CH:30]=[CH:31][C:32]=1[F:33].C([O-])([O-])=O.[Na+].[Na+], predict the reaction product. The product is: [Cl:41][C:28]1[C:27]([C:9]2[CH:10]=[CH:11][C:12]3[C:13]4[CH:21]=[N:20][NH:19][C:14]=4[N:15]=[CH:16][C:17]=3[CH:18]=2)=[C:32]([F:33])[CH:31]=[CH:30][C:29]=1[NH:34][S:35]([CH2:38][CH2:39][CH3:40])(=[O:37])=[O:36]. (6) Given the reactants [CH3:1][NH:2][C:3]([C:5]1[C:13]2[C:8](=[N:9][C:10]([N:15]([CH2:20][CH2:21][CH2:22][C:23]#[N:24])[S:16]([CH3:19])(=[O:18])=[O:17])=[C:11]([I:14])[CH:12]=2)[O:7][C:6]=1[C:25]1[CH:30]=[CH:29][C:28]([F:31])=[CH:27][CH:26]=1)=[O:4].B, predict the reaction product. The product is: [CH3:1][NH:2][C:3]([C:5]1[C:13]2[C:8](=[N:9][C:10]([N:15]([CH2:20][CH2:21][CH2:22][CH2:23][NH2:24])[S:16]([CH3:19])(=[O:18])=[O:17])=[C:11]([I:14])[CH:12]=2)[O:7][C:6]=1[C:25]1[CH:26]=[CH:27][C:28]([F:31])=[CH:29][CH:30]=1)=[O:4]. (7) Given the reactants [F:1][C:2]1[CH:3]=[C:4](B(O)O)[CH:5]=[CH:6][C:7]=1[O:8][CH3:9].Cl[C:14]1[CH:19]=[C:18](Cl)[N:17]=[CH:16][N:15]=1.[IH:21], predict the reaction product. The product is: [I:21][C:14]1[CH:19]=[C:18]([C:4]2[CH:5]=[CH:6][C:7]([O:8][CH3:9])=[C:2]([F:1])[CH:3]=2)[N:17]=[CH:16][N:15]=1. (8) Given the reactants [Br:1][C:2]1[CH:9]=[CH:8][C:5]([CH:6]=O)=[CH:4][C:3]=1[N+:10]([O-:12])=[O:11].N1C=CC=CC=1.Cl.[NH2:20][OH:21], predict the reaction product. The product is: [Br:1][C:2]1[CH:9]=[CH:8][C:5]([CH:6]=[N:20][OH:21])=[CH:4][C:3]=1[N+:10]([O-:12])=[O:11].